Dataset: Full USPTO retrosynthesis dataset with 1.9M reactions from patents (1976-2016). Task: Predict the reactants needed to synthesize the given product. (1) Given the product [N:1]1([C:5]2[CH:10]=[C:9]([C:11]([N:13]3[CH2:18][CH2:17][CH2:16][CH:15]([C:19]4[CH:24]=[CH:23][C:22]([Cl:26])=[CH:21][CH:20]=4)[CH2:14]3)=[O:12])[CH:8]=[CH:7][N:6]=2)[CH2:4][CH2:3][CH2:2]1, predict the reactants needed to synthesize it. The reactants are: [N:1]1([C:5]2[CH:10]=[C:9]([C:11]([N:13]3[CH2:18][CH2:17][CH2:16][CH:15]([C:19]4[CH:24]=[CH:23][C:22](C)=[CH:21][CH:20]=4)[CH2:14]3)=[O:12])[CH:8]=[CH:7][N:6]=2)[CH2:4][CH2:3][CH2:2]1.[Cl:26]C1C=CC(C2CCCN(C(C3C=CN=C(F)C=3)=O)C2)=CC=1.N1CCC1. (2) Given the product [C:33]([O:32][C:31](=[O:37])[NH:30][C:27]1[CH:26]=[CH:25][C:24]([CH2:23][CH2:22][N:18]2[C:11]3[N:12]=[C:13]([S:16][CH3:17])[N:14]=[CH:15][C:10]=3[CH:9]=[C:8]([C:3]3[CH:4]=[CH:5][CH:6]=[CH:7][C:2]=3[Cl:1])[C:19]2=[O:20])=[CH:29][CH:28]=1)([CH3:36])([CH3:35])[CH3:34], predict the reactants needed to synthesize it. The reactants are: [Cl:1][C:2]1[CH:7]=[CH:6][CH:5]=[CH:4][C:3]=1[C:8]1[C:19](=[O:20])[NH:18][C:11]2[N:12]=[C:13]([S:16][CH3:17])[N:14]=[CH:15][C:10]=2[CH:9]=1.O[CH2:22][CH2:23][C:24]1[CH:29]=[CH:28][C:27]([NH:30][C:31](=[O:37])[O:32][C:33]([CH3:36])([CH3:35])[CH3:34])=[CH:26][CH:25]=1.C1C=CC(P(C2C=CC=CC=2)C2C=CC=CC=2)=CC=1.CC(OC(/N=N/C(OC(C)C)=O)=O)C. (3) Given the product [F:10][C:7]1[CH:8]=[CH:9][C:4]([C:3]([C:11]2[CH:16]=[C:15]([CH3:17])[CH:14]=[CH:13][N:12]=2)=[O:19])=[CH:5][CH:6]=1, predict the reactants needed to synthesize it. The reactants are: C([CH:3]([C:11]1[CH:16]=[C:15]([CH3:17])[CH:14]=[CH:13][N:12]=1)[C:4]1[CH:9]=[CH:8][C:7]([F:10])=[CH:6][CH:5]=1)#N.C(=O)([O-])[O-:19].[K+].[K+]. (4) Given the product [N+:9]([C:12]1[CH:17]=[C:16]([N+:18]([O-:20])=[O:19])[CH:15]=[CH:14][C:13]=1[S:21]([O:8][N:3]1[CH:4]=[CH:5][CH:6]=[CH:7][C:2]1=[O:1])(=[O:23])=[O:22])([O-:11])=[O:10], predict the reactants needed to synthesize it. The reactants are: [OH:1][C:2]1[CH:7]=[CH:6][CH:5]=[CH:4][N+:3]=1[O-:8].[N+:9]([C:12]1[CH:17]=[C:16]([N+:18]([O-:20])=[O:19])[CH:15]=[CH:14][C:13]=1[S:21](Cl)(=[O:23])=[O:22])([O-:11])=[O:10]. (5) Given the product [CH3:12][C:4]1[CH:3]=[C:2]([N:19]2[C:23]3=[N:24][CH:25]=[CH:26][CH:27]=[C:22]3[C:21]([C:28]([O:30][CH3:31])=[O:29])=[CH:20]2)[C:11]2[C:6](=[CH:7][CH:8]=[CH:9][CH:10]=2)[N:5]=1, predict the reactants needed to synthesize it. The reactants are: Cl[C:2]1[C:11]2[C:6](=[CH:7][CH:8]=[CH:9][CH:10]=2)[N:5]=[C:4]([CH3:12])[CH:3]=1.C(=O)([O-])[O-].[K+].[K+].[NH:19]1[C:23]2=[N:24][CH:25]=[CH:26][CH:27]=[C:22]2[C:21]([C:28]([O:30][CH3:31])=[O:29])=[CH:20]1.O. (6) The reactants are: [C:1](=[O:36])([O:29][CH:30]1[CH2:35][CH2:34][O:33][CH2:32][CH2:31]1)[O:2][CH:3]([N:5]1[C:9]2[CH:10]=[CH:11][CH:12]=[CH:13][C:8]=2[N:7]=[C:6]1[S:14][CH2:15][C:16]1[C:21]([CH3:22])=[C:20]([O:23][CH2:24][C:25]([F:28])([F:27])[F:26])[CH:19]=[CH:18][N:17]=1)[CH3:4].ClC1C=C(C=CC=1)C(OO)=[O:42]. Given the product [C:1](=[O:36])([O:29][CH:30]1[CH2:31][CH2:32][O:33][CH2:34][CH2:35]1)[O:2][CH:3]([N:5]1[C:9]2[CH:10]=[CH:11][CH:12]=[CH:13][C:8]=2[N:7]=[C:6]1[S:14]([CH2:15][C:16]1[C:21]([CH3:22])=[C:20]([O:23][CH2:24][C:25]([F:27])([F:28])[F:26])[CH:19]=[CH:18][N:17]=1)=[O:42])[CH3:4], predict the reactants needed to synthesize it. (7) Given the product [C:7]([O:19][CH2:20][C:21]([O:18][C@H:13]([C@H:9]1[C@H:8]2[C@:4]([CH2:1][CH:2]=[CH2:3])([CH2:5][CH2:6][C:7]32[O:19][CH2:20][CH2:21][O:22]3)[CH2:12][CH2:11][CH2:10]1)[CH2:14][C:15]([CH3:17])=[CH2:16])=[O:22])([C:32]1[CH:33]=[CH:34][CH:35]=[CH:36][CH:37]=1)([C:32]1[CH:37]=[CH:36][CH:35]=[CH:34][CH:33]=1)[C:32]1[CH:37]=[CH:36][CH:35]=[CH:34][CH:33]=1, predict the reactants needed to synthesize it. The reactants are: [CH2:1]([C@@:4]12[CH2:12][CH2:11][CH2:10][C@@H:9]([C@@H:13]([OH:18])[CH2:14][C:15]([CH3:17])=[CH2:16])[C@@H:8]1[C:7]1([O:22][CH2:21][CH2:20][O:19]1)[CH2:6][CH2:5]2)[CH:2]=[CH2:3].[CH:32]1(N=C=N[CH:32]2[CH2:37][CH2:36][CH2:35][CH2:34][CH2:33]2)[CH2:37][CH2:36][CH2:35][CH2:34][CH2:33]1. (8) Given the product [OH:25][C:14]1[CH:15]=[C:16]2[C:11]([C:10]([CH3:19])([CH3:18])[C:9](=[O:20])[NH:8]2)=[CH:12][C:13]=1[CH3:17], predict the reactants needed to synthesize it. The reactants are: COC1C=CC(C[N:8]2[C:16]3[C:11](=[CH:12][C:13]([CH3:17])=[CH:14][CH:15]=3)[C:10]([CH3:19])([CH3:18])[C:9]2=[O:20])=CC=1.Br.C([O-])([O-])=[O:25].[Na+].[Na+].